Dataset: Full USPTO retrosynthesis dataset with 1.9M reactions from patents (1976-2016). Task: Predict the reactants needed to synthesize the given product. Given the product [C:1]([C:5]1[CH:6]=[C:7]([NH:8][C:17]([NH2:19])=[O:18])[CH:9]=[C:10]([I:14])[C:11]=1[O:12][CH3:13])([CH3:4])([CH3:2])[CH3:3], predict the reactants needed to synthesize it. The reactants are: [C:1]([C:5]1[CH:6]=[C:7]([CH:9]=[C:10]([I:14])[C:11]=1[O:12][CH3:13])[NH2:8])([CH3:4])([CH3:3])[CH3:2].ClC[C:17]([N:19]=C=O)=[O:18].N12CCCN=C1CCCCC2.